From a dataset of Reaction yield outcomes from USPTO patents with 853,638 reactions. Predict the reaction yield, written as a fraction of the theoretical maximum amount of product (1.0 means a 100% yield; for example, 0.34 means a 34% yield). (1) The reactants are [N:1]1([S:10]([C:13]2[C:21]3[C:16](=[C:17]([N:22]4[CH2:27][CH2:26][N:25](C)[CH2:24][CH2:23]4)[CH:18]=[CH:19][CH:20]=3)[NH:15][CH:14]=2)(=[O:12])=[O:11])[C:9]2[C:4](=[CH:5][CH:6]=[CH:7][CH:8]=2)[CH:3]=[CH:2]1.C(N(CC)C(C)C)(C)C.ClC(OC(Cl)C)=O. The catalyst is ClCCCl. The product is [N:1]1([S:10]([C:13]2[C:21]3[C:16](=[C:17]([N:22]4[CH2:27][CH2:26][NH:25][CH2:24][CH2:23]4)[CH:18]=[CH:19][CH:20]=3)[NH:15][CH:14]=2)(=[O:12])=[O:11])[C:9]2[C:4](=[CH:5][CH:6]=[CH:7][CH:8]=2)[CH:3]=[CH:2]1. The yield is 0.570. (2) The reactants are Br[C:2]1[CH:3]=[C:4]([NH:8][C:9]2[CH:14]=[CH:13][CH:12]=[CH:11][CH:10]=2)[CH:5]=[N:6][CH:7]=1.[C:15]([NH:18][C:19]1[CH:20]=[C:21](B(O)O)[CH:22]=[CH:23][CH:24]=1)(=[O:17])[CH3:16].C([O-])(O)=O.[Na+].C1(P(C2C=CC=CC=2)C2C=CC=CC=2)C=CC=CC=1. The catalyst is CN(C=O)C.C([O-])(=O)C.[Pd+2].C([O-])(=O)C.O. The product is [C:9]1([NH:8][C:4]2[CH:3]=[C:2]([C:23]3[CH:24]=[C:19]([NH:18][C:15](=[O:17])[CH3:16])[CH:20]=[CH:21][CH:22]=3)[CH:7]=[N:6][CH:5]=2)[CH:14]=[CH:13][CH:12]=[CH:11][CH:10]=1. The yield is 0.370. (3) The reactants are Br[C:2]1[CH:10]=[C:9]2[C:5]([CH2:6][C:7]3([CH2:16][CH2:15][C:14]([F:18])([F:17])[CH2:13][CH2:12]3)[C:8]2=[O:11])=[CH:4][CH:3]=1.[C:19]([C:21]1[CH:22]=[C:23](B(O)O)[CH:24]=[CH:25][CH:26]=1)#[N:20].C(=O)([O-])[O-].[Cs+].[Cs+]. The catalyst is O1CCOCC1.O.Cl[Pd](Cl)([P](C1C=CC=CC=1)(C1C=CC=CC=1)C1C=CC=CC=1)[P](C1C=CC=CC=1)(C1C=CC=CC=1)C1C=CC=CC=1. The product is [F:17][C:14]1([F:18])[CH2:15][CH2:16][C:7]2([CH2:6][C:5]3[C:9](=[CH:10][C:2]([C:25]4[CH:26]=[C:21]([CH:22]=[CH:23][CH:24]=4)[C:19]#[N:20])=[CH:3][CH:4]=3)[C:8]2=[O:11])[CH2:12][CH2:13]1. The yield is 0.800. (4) The reactants are [O:1]1[C:5]2[CH:6]=[CH:7][C:8]([C:10]3[S:11][CH:12]=[C:13]([C:15]([NH:17][C:18]4[NH:22][N:21]=[C:20]([C:23](OCC)=[O:24])[N:19]=4)=[O:16])[N:14]=3)=[CH:9][C:4]=2[CH2:3][CH2:2]1.[NH:28]1[CH2:33][CH2:32][O:31][CH2:30][CH2:29]1. No catalyst specified. The product is [O:1]1[C:5]2[CH:6]=[CH:7][C:8]([C:10]3[S:11][CH:12]=[C:13]([C:15]([NH:17][C:18]4[NH:19][C:20]([C:23]([N:28]5[CH2:33][CH2:32][O:31][CH2:30][CH2:29]5)=[O:24])=[N:21][N:22]=4)=[O:16])[N:14]=3)=[CH:9][C:4]=2[CH2:3][CH2:2]1. The yield is 0.540. (5) The reactants are [Br:1][C:2]1[CH:7]=[CH:6][CH:5]=[CH:4][C:3]=1[CH2:8][CH2:9][C:10]([OH:12])=O.S(Cl)(Cl)=O.[Cl-].[Al+3].[Cl-].[Cl-]. The catalyst is ClCCCl.ClCCl. The product is [Br:1][C:2]1[CH:7]=[CH:6][CH:5]=[C:4]2[C:3]=1[CH2:8][CH2:9][C:10]2=[O:12]. The yield is 0.860. (6) The reactants are Cl.[NH2:2][CH2:3][C:4](=[O:16])[CH2:5][CH2:6][C:7]([O:9][CH2:10][CH2:11][CH2:12][CH2:13][CH2:14][CH3:15])=[O:8].[CH3:17][S:18]([OH:21])(=[O:20])=[O:19]. The catalyst is O.C(O)C. The product is [CH3:17][S:18]([OH:21])(=[O:20])=[O:19].[NH2:2][CH2:3][C:4](=[O:16])[CH2:5][CH2:6][C:7]([O:9][CH2:10][CH2:11][CH2:12][CH2:13][CH2:14][CH3:15])=[O:8]. The yield is 0.620.